This data is from NCI-60 drug combinations with 297,098 pairs across 59 cell lines. The task is: Regression. Given two drug SMILES strings and cell line genomic features, predict the synergy score measuring deviation from expected non-interaction effect. (1) Drug 2: CCC(=C(C1=CC=CC=C1)C2=CC=C(C=C2)OCCN(C)C)C3=CC=CC=C3.C(C(=O)O)C(CC(=O)O)(C(=O)O)O. Synergy scores: CSS=3.89, Synergy_ZIP=-1.95, Synergy_Bliss=-2.88, Synergy_Loewe=-14.8, Synergy_HSA=-2.24. Cell line: UACC-257. Drug 1: C1C(C(OC1N2C=NC3=C(N=C(N=C32)Cl)N)CO)O. (2) Cell line: DU-145. Drug 2: CC1=C2C(C(=O)C3(C(CC4C(C3C(C(C2(C)C)(CC1OC(=O)C(C(C5=CC=CC=C5)NC(=O)OC(C)(C)C)O)O)OC(=O)C6=CC=CC=C6)(CO4)OC(=O)C)OC)C)OC. Synergy scores: CSS=47.5, Synergy_ZIP=1.53, Synergy_Bliss=2.62, Synergy_Loewe=-38.1, Synergy_HSA=1.36. Drug 1: CNC(=O)C1=CC=CC=C1SC2=CC3=C(C=C2)C(=NN3)C=CC4=CC=CC=N4. (3) Drug 1: C1C(C(OC1N2C=NC3=C(N=C(N=C32)Cl)N)CO)O. Drug 2: CCC1=C2CN3C(=CC4=C(C3=O)COC(=O)C4(CC)O)C2=NC5=C1C=C(C=C5)O. Cell line: KM12. Synergy scores: CSS=38.3, Synergy_ZIP=-8.02, Synergy_Bliss=-3.48, Synergy_Loewe=-1.72, Synergy_HSA=1.05. (4) Drug 1: CC1=C(C=C(C=C1)C(=O)NC2=CC(=CC(=C2)C(F)(F)F)N3C=C(N=C3)C)NC4=NC=CC(=N4)C5=CN=CC=C5. Drug 2: C(CCl)NC(=O)N(CCCl)N=O. Cell line: HCT-15. Synergy scores: CSS=5.01, Synergy_ZIP=-0.955, Synergy_Bliss=-7.47, Synergy_Loewe=-1.35, Synergy_HSA=-8.31. (5) Drug 2: C1CC(C1)(C(=O)O)C(=O)O.[NH2-].[NH2-].[Pt+2]. Drug 1: CC1=C2C(C(=O)C3(C(CC4C(C3C(C(C2(C)C)(CC1OC(=O)C(C(C5=CC=CC=C5)NC(=O)OC(C)(C)C)O)O)OC(=O)C6=CC=CC=C6)(CO4)OC(=O)C)OC)C)OC. Cell line: 786-0. Synergy scores: CSS=77.6, Synergy_ZIP=7.91, Synergy_Bliss=8.14, Synergy_Loewe=11.1, Synergy_HSA=13.9.